From a dataset of Experimentally validated miRNA-target interactions with 360,000+ pairs, plus equal number of negative samples. Binary Classification. Given a miRNA mature sequence and a target amino acid sequence, predict their likelihood of interaction. The miRNA is rno-miR-26a-5p with sequence UUCAAGUAAUCCAGGAUAGGCU. The protein sequence of the target gene is MEEGSSGGSGSSDSNAGGSGGVQQRELERMAEVLVTGEQLRLRLHEEKVIKDRRHHLKTYPNCFVAKELIDWLIEHKEASDRETAIKLMQKLADRGIIHHVCDEHKEFKDVKLFYRFRKDDGTFALDSEVKAFMRGQRLYEKLMSPETTLLQPREEEGVKYERTFMASEFLDWLVQEGEATTRKEAEQLCHRLMDHGIIQHVSNKHPFVDSNLLYQFRMNFRRRRRLMELLNETSPSSQETHDSPFCLRKQSHDSRKSTSFMSVSPSKEIKIVSAVRRSSMSSCGSSGYFSSSPTLSSSP.... Result: 0 (no interaction).